From a dataset of Catalyst prediction with 721,799 reactions and 888 catalyst types from USPTO. Predict which catalyst facilitates the given reaction. (1) Reactant: [NH2:1][C:2]1[C:7]([C:8](=[O:10])[CH3:9])=[CH:6][CH:5]=[CH:4][N:3]=1.[C:11](O[C:11]([O:13][C:14]([CH3:17])([CH3:16])[CH3:15])=[O:12])([O:13][C:14]([CH3:17])([CH3:16])[CH3:15])=[O:12].C(N(CC)CC)C.[O:33]1CCC[CH2:34]1. Product: [C:14]([O:13][C:11]([N:1]1[C:2]2[N:3]=[CH:4][CH:5]=[CH:6][C:7]=2[C:8](=[CH2:9])[O:10][C:34]1=[O:33])=[O:12])([CH3:17])([CH3:16])[CH3:15]. The catalyst class is: 277. (2) Reactant: [C:1]([O:5][C:6]([N:8]1[CH2:13][CH2:12][CH:11]([CH2:14][CH2:15][C:16]([N:18]2[CH2:23][CH2:22][CH2:21][C@@H:20]([C:24](=[O:39])[NH:25][C@H:26]([C:32]3[CH:33]=N[CH:35]=[C:36]([OH:38])[CH:37]=3)[CH2:27][C:28]([O:30][CH3:31])=[O:29])[CH2:19]2)=[O:17])[CH2:10][CH2:9]1)=[O:7])([CH3:4])([CH3:3])[CH3:2].[C:40](=O)([O-])[O-].[Cs+].[Cs+].[C:46]1([CH3:69])[CH:51]=[CH:50][C:49]([S:52]([O:55][CH2:56][CH2:57]OS(C2C=CC(C)=CC=2)(=O)=O)(=[O:54])=[O:53])=[CH:48][CH:47]=1. Product: [CH3:31][O:30][C:28](=[O:29])[CH2:27][C@H:26]([NH:25][C:24]([C@@H:20]1[CH2:21][CH2:22][CH2:23][N:18]([C:16](=[O:17])[CH2:15][CH2:14][CH:11]2[CH2:10][CH2:9][N:8]([C:6]([O:5][C:1]([CH3:3])([CH3:2])[CH3:4])=[O:7])[CH2:13][CH2:12]2)[CH2:19]1)=[O:39])[C:32]1[CH:33]=[CH:40][CH:35]=[C:36]([O:38][CH2:57][CH2:56][O:55][S:52]([C:49]2[CH:48]=[CH:47][C:46]([CH3:69])=[CH:51][CH:50]=2)(=[O:53])=[O:54])[CH:37]=1. The catalyst class is: 9. (3) Reactant: [O-]S(C(F)(F)F)(=O)=O.BrC1C=C2C(=CC=1)C=C(O)C=C2.FC(F)(F)S(OS(C(F)(F)F)(=O)=O)(=O)=O.BrC1C=C2C(=CC=1)C=C(OS(C(F)(F)F)(=O)=O)C=C2.[Br:55][C:56]1[CH:65]=[CH:64][C:63]2[C:58](=[CH:59][CH:60]=[C:61]([CH:66]=[CH2:67])[CH:62]=2)[CH:57]=1.[CH3:68][CH:69]1[CH2:73][CH2:72][CH2:71][NH:70]1.C([Li])CCC. Product: [Br:55][C:56]1[CH:57]=[C:58]2[C:63](=[CH:64][CH:65]=1)[CH:62]=[C:61]([CH2:66][CH2:67][N:70]1[CH2:71][CH2:72][CH2:73][CH:69]1[CH3:68])[CH:60]=[CH:59]2. The catalyst class is: 45. (4) Reactant: [Cl:1][C:2]1[CH:3]=[C:4]2[C:9](=[CH:10][C:11]=1[O:12][CH:13]([CH3:15])[CH3:14])[N:8]=[C:7]([O:16]C)[C:6]([C@@H:18]([NH:20][S@@](C(C)(C)C)=O)[CH3:19])=[CH:5]2.Cl. Product: [ClH:1].[NH2:20][C@H:18]([C:6]1[C:7](=[O:16])[NH:8][C:9]2[C:4]([CH:5]=1)=[CH:3][C:2]([Cl:1])=[C:11]([O:12][CH:13]([CH3:15])[CH3:14])[CH:10]=2)[CH3:19]. The catalyst class is: 12. (5) Reactant: [O:1]=[C:2]([CH2:35][CH2:36][C:37]([OH:39])=[O:38])[C:3]([O:5][C@@H:6]1[CH2:19][CH2:18][C@@H:17]2[C@@H:8]([C:9]3[C:14]([C:15]([C:20]4[C:21](OC)=[N:22][C:23]([O:26][CH3:27])=[N:24][CH:25]=4)=[N:16]2)=[CH:13][C:12]([O:30][CH3:31])=[C:11]([O:32][CH2:33][CH3:34])[CH:10]=3)[CH2:7]1)=[O:4]. Product: [O:1]=[C:2]([CH2:35][CH2:36][C:37]([OH:39])=[O:38])[C:3]([O:5][C@@H:6]1[CH2:19][CH2:18][C@@H:17]2[C@@H:8]([C:9]3[C:14]([C:15]([C:20]4[CH:25]=[N:24][C:23]([O:26][CH3:27])=[N:22][CH:21]=4)=[N:16]2)=[CH:13][C:12]([O:30][CH3:31])=[C:11]([O:32][CH2:33][CH3:34])[CH:10]=3)[CH2:7]1)=[O:4]. The catalyst class is: 21. (6) Reactant: [NH2:1][C:2]1[N:6]([C:7]2[CH:14]=[CH:13][C:10]([C:11]#[N:12])=[CH:9][CH:8]=2)[N:5]=[C:4]([C:15]([CH3:18])([CH3:17])[CH3:16])[CH:3]=1.[OH-].[Na+].[C:21](Cl)(=[O:28])[O:22][CH2:23][C:24]([Cl:27])([Cl:26])[Cl:25]. Product: [C:15]([C:4]1[CH:3]=[C:2]([NH:1][C:21](=[O:28])[O:22][CH2:23][C:24]([Cl:27])([Cl:26])[Cl:25])[N:6]([C:7]2[CH:14]=[CH:13][C:10]([C:11]#[N:12])=[CH:9][CH:8]=2)[N:5]=1)([CH3:18])([CH3:17])[CH3:16]. The catalyst class is: 13. (7) Reactant: [CH3:1][O:2][C:3]1[CH:12]=[C:11]2[C:6]([C:7]([O:13][CH2:14][C:15]3[N:19]4[CH:20]=[C:21]([C:24]([NH:26][C@H:27]5[CH2:31][CH2:30][N:29](C(OC(C)(C)C)=O)[CH2:28]5)=[O:25])[CH:22]=[CH:23][C:18]4=[N:17][N:16]=3)=[CH:8][CH:9]=[N:10]2)=[CH:5][CH:4]=1.Cl.C(=O)([O-])[O-].[K+].[K+]. Product: [CH3:1][O:2][C:3]1[CH:12]=[C:11]2[C:6]([C:7]([O:13][CH2:14][C:15]3[N:19]4[CH:20]=[C:21]([C:24]([NH:26][C@H:27]5[CH2:31][CH2:30][NH:29][CH2:28]5)=[O:25])[CH:22]=[CH:23][C:18]4=[N:17][N:16]=3)=[CH:8][CH:9]=[N:10]2)=[CH:5][CH:4]=1. The catalyst class is: 5.